This data is from Forward reaction prediction with 1.9M reactions from USPTO patents (1976-2016). The task is: Predict the product of the given reaction. (1) Given the reactants C([O:3][C:4](=[O:24])[C:5]([O:15][C:16]1[CH:21]=[CH:20][C:19]([CH3:22])=[C:18]([CH3:23])[CH:17]=1)([CH3:14])[CH2:6][C:7]1[CH:12]=[CH:11][C:10](O)=[CH:9][CH:8]=1)C.[CH:25]1([C:31]2[O:32][C:33]([CH3:49])=[C:34]([CH2:36][CH2:37][O:38]S(C3C=CC(C)=CC=3)(=O)=O)[N:35]=2)[CH2:30][CH2:29][CH2:28][CH2:27][CH2:26]1, predict the reaction product. The product is: [CH:25]1([C:31]2[O:32][C:33]([CH3:49])=[C:34]([CH2:36][CH2:37][O:38][C:10]3[CH:9]=[CH:8][C:7]([CH2:6][C:5]([O:15][C:16]4[CH:21]=[CH:20][C:19]([CH3:22])=[C:18]([CH3:23])[CH:17]=4)([CH3:14])[C:4]([OH:24])=[O:3])=[CH:12][CH:11]=3)[N:35]=2)[CH2:26][CH2:27][CH2:28][CH2:29][CH2:30]1. (2) Given the reactants [N+]([C:4]1[CH:11]=[CH:10][CH:9]=[C:8]([N+:12]([O-:14])=[O:13])[C:5]=1[CH:6]=O)([O-])=O.[SH:15][CH2:16][C:17]([O:19][CH3:20])=[O:18].C(N(CC)CC)C, predict the reaction product. The product is: [N+:12]([C:8]1[C:5]2[CH:6]=[C:16]([C:17]([O:19][CH3:20])=[O:18])[S:15][C:4]=2[CH:11]=[CH:10][CH:9]=1)([O-:14])=[O:13]. (3) Given the reactants [Na].[CH2:2]([SH:4])[CH3:3].[CH3:5][NH:6][C:7]1[C:12]([NH:13][C:14]([C:16]2[CH:17]=[N:18][CH:19]=[CH:20][C:21]=2Cl)=[O:15])=[CH:11][C:10]([C:23]([F:26])([F:25])[F:24])=[CH:9][N:8]=1.CN(C=O)C, predict the reaction product. The product is: [CH3:5][NH:6][C:7]1[C:12]([NH:13][C:14]([C:16]2[CH:17]=[N:18][CH:19]=[CH:20][C:21]=2[S:4][CH2:2][CH3:3])=[O:15])=[CH:11][C:10]([C:23]([F:26])([F:25])[F:24])=[CH:9][N:8]=1. (4) The product is: [F:24][C:20]1[CH:19]=[C:18]([CH:23]=[CH:22][CH:21]=1)[CH2:17][N:14]1[C:15]([CH3:16])=[C:11]([C:10]2[C:4]3[C:5](=[N:6][CH:7]=[C:2]([C:41]4[CH:42]=[CH:43][C:38]([O:37][CH3:36])=[C:39]([NH:53][S:54]([CH3:57])(=[O:55])=[O:56])[CH:40]=4)[CH:3]=3)[N:8]([S:26]([C:29]3[CH:30]=[CH:31][C:32]([CH3:33])=[CH:34][CH:35]=3)(=[O:27])=[O:28])[CH:9]=2)[C:12]([CH3:25])=[N:13]1. Given the reactants Br[C:2]1[CH:3]=[C:4]2[C:10]([C:11]3[C:12]([CH3:25])=[N:13][N:14]([CH2:17][C:18]4[CH:23]=[CH:22][CH:21]=[C:20]([F:24])[CH:19]=4)[C:15]=3[CH3:16])=[CH:9][N:8]([S:26]([C:29]3[CH:35]=[CH:34][C:32]([CH3:33])=[CH:31][CH:30]=3)(=[O:28])=[O:27])[C:5]2=[N:6][CH:7]=1.[CH3:36][O:37][C:38]1[CH:43]=[CH:42][C:41](B2OC(C)(C)C(C)(C)O2)=[CH:40][C:39]=1[NH:53][S:54]([CH3:57])(=[O:56])=[O:55].C(=O)([O-])[O-].[Na+].[Na+], predict the reaction product. (5) Given the reactants [N:1]1[C:2]([CH2:10]O)=[N:3][N:4]2[CH:9]=[CH:8][CH:7]=[CH:6][C:5]=12.C1(P(C2C=CC=CC=2)C2C=CC=CC=2)C=CC=CC=1.C(Br)(Br)(Br)[Br:32], predict the reaction product. The product is: [Br:32][CH2:10][C:2]1[N:1]=[C:5]2[CH:6]=[CH:7][CH:8]=[CH:9][N:4]2[N:3]=1. (6) Given the reactants [Cl:1][C:2]1[N:7]=[C:6]([C:8]([OH:10])=[O:9])[CH:5]=[CH:4][N:3]=1.N1C=CC=CC=1.[C:17]1([CH3:27])[CH:22]=CC(S(Cl)(=O)=O)=C[CH:18]=1.C([O-])(O)=O.[Na+], predict the reaction product. The product is: [Cl:1][C:2]1[N:7]=[C:6]([C:8]([O:10][C:17]([CH3:27])([CH3:22])[CH3:18])=[O:9])[CH:5]=[CH:4][N:3]=1. (7) Given the reactants [OH:1][NH:2][C:3]([C:5]1[N:10]=[C:9]([C:11]([F:14])([F:13])[F:12])[CH:8]=[C:7]([C:15]2[CH:20]=[CH:19][C:18]([C:21]([F:24])([F:23])[F:22])=[CH:17][CH:16]=2)[N:6]=1)=[NH:4].[S:25]([C:29]1[CH:30]=[C:31]([CH:35]=[CH:36][CH:37]=1)[C:32](O)=O)(=[O:28])(=[O:27])[NH2:26], predict the reaction product. The product is: [F:14][C:11]([F:12])([F:13])[C:9]1[CH:8]=[C:7]([C:15]2[CH:20]=[CH:19][C:18]([C:21]([F:24])([F:22])[F:23])=[CH:17][CH:16]=2)[N:6]=[C:5]([C:3]2[N:4]=[C:32]([C:31]3[CH:30]=[C:29]([S:25]([NH2:26])(=[O:28])=[O:27])[CH:37]=[CH:36][CH:35]=3)[O:1][N:2]=2)[N:10]=1.